Dataset: Peptide-MHC class I binding affinity with 185,985 pairs from IEDB/IMGT. Task: Regression. Given a peptide amino acid sequence and an MHC pseudo amino acid sequence, predict their binding affinity value. This is MHC class I binding data. (1) The peptide sequence is DHLKEKSSL. The MHC is HLA-A25:01 with pseudo-sequence HLA-A25:01. The binding affinity (normalized) is 0.0847. (2) The peptide sequence is RQFPTAFER. The MHC is Mamu-B52 with pseudo-sequence Mamu-B52. The binding affinity (normalized) is 0.0852. (3) The binding affinity (normalized) is 0.0847. The peptide sequence is HYDAPVFPI. The MHC is HLA-A31:01 with pseudo-sequence HLA-A31:01. (4) The peptide sequence is IKWLWKANK. The MHC is HLA-B15:17 with pseudo-sequence HLA-B15:17. The binding affinity (normalized) is 0.0847. (5) The peptide sequence is LLTEVETYV. The MHC is HLA-B40:01 with pseudo-sequence HLA-B40:01. The binding affinity (normalized) is 0.0847. (6) The peptide sequence is RYPLTFGWCF. The MHC is HLA-B07:02 with pseudo-sequence HLA-B07:02. The binding affinity (normalized) is 0.147. (7) The peptide sequence is YQCGHYTHI. The MHC is HLA-A30:02 with pseudo-sequence HLA-A30:02. The binding affinity (normalized) is 0.141. (8) The peptide sequence is RLLDDTPEV. The MHC is HLA-A02:01 with pseudo-sequence HLA-A02:01. The binding affinity (normalized) is 0.578.